This data is from Full USPTO retrosynthesis dataset with 1.9M reactions from patents (1976-2016). The task is: Predict the reactants needed to synthesize the given product. Given the product [NH2:33][C:32]1[N:24]=[CH:25][N:26]=[C:27]2[C:31]=1[N:30]=[CH:29][N:28]2[CH:2]([C:4]1[O:5][C:6](=[O:23])[C:7]2[C:12]([C:13]=1[C:14]1[CH:19]=[CH:18][CH:17]=[C:16]([N:20]([CH3:22])[CH3:21])[CH:15]=1)=[CH:11][CH:10]=[CH:9][CH:8]=2)[CH3:3], predict the reactants needed to synthesize it. The reactants are: Br[CH:2]([C:4]1[O:5][C:6](=[O:23])[C:7]2[C:12]([C:13]=1[C:14]1[CH:19]=[CH:18][CH:17]=[C:16]([N:20]([CH3:22])[CH3:21])[CH:15]=1)=[CH:11][CH:10]=[CH:9][CH:8]=2)[CH3:3].[N:24]1[C:32]([NH2:33])=[C:31]2[C:27]([NH:28][CH:29]=[N:30]2)=[N:26][CH:25]=1.C([O-])([O-])=O.[K+].[K+].